Task: Predict the reactants needed to synthesize the given product.. Dataset: Full USPTO retrosynthesis dataset with 1.9M reactions from patents (1976-2016) (1) Given the product [CH2:15]([O:17][CH:18]([O:19][CH2:20][CH3:21])[CH:4]1[CH2:3][C:2]([CH3:9])([CH3:1])[CH2:7][CH2:6][C:5]1=[O:8])[CH3:16], predict the reactants needed to synthesize it. The reactants are: [CH3:1][C:2]1([CH3:9])[CH2:7][CH2:6][C:5](=[O:8])[CH2:4][CH2:3]1.F[B-](F)(F)F.[CH2:15]([O:17][CH+:18][O:19][CH2:20][CH3:21])[CH3:16]. (2) Given the product [F:12][C:9]([F:10])([F:11])[O:8][C:5]1[CH:6]=[CH:7][C:2]([NH:1][CH:14]([CH2:19][CH3:20])[C:15]([O:17][CH3:18])=[O:16])=[CH:3][CH:4]=1, predict the reactants needed to synthesize it. The reactants are: [NH2:1][C:2]1[CH:7]=[CH:6][C:5]([O:8][C:9]([F:12])([F:11])[F:10])=[CH:4][CH:3]=1.Br[CH:14]([CH2:19][CH3:20])[C:15]([O:17][CH3:18])=[O:16].C(=O)([O-])[O-].[K+].[K+].CN(C)C=O. (3) Given the product [C:1]1([S:7]([N:10]2[C:18]3[C:13](=[CH:14][C:15]([C:19]4[CH:24]=[CH:23][C:22]([N:25]5[CH2:30][CH2:29][N:28]([CH3:31])[CH2:27][CH2:26]5)=[CH:21][CH:20]=4)=[CH:16][CH:17]=3)[C:12]3[C:32]([S:51][C:48]4[CH:49]=[CH:50][C:45]([O:44][CH3:43])=[CH:46][CH:47]=4)=[CH:33][CH:34]=[N:35][C:11]2=3)(=[O:9])=[O:8])[CH:6]=[CH:5][CH:4]=[CH:3][CH:2]=1, predict the reactants needed to synthesize it. The reactants are: [C:1]1([S:7]([N:10]2[C:18]3[C:13](=[CH:14][C:15]([C:19]4[CH:24]=[CH:23][C:22]([N:25]5[CH2:30][CH2:29][N:28]([CH3:31])[CH2:27][CH2:26]5)=[CH:21][CH:20]=4)=[CH:16][CH:17]=3)[C:12]3[C:32](Cl)=[CH:33][CH:34]=[N:35][C:11]2=3)(=[O:9])=[O:8])[CH:6]=[CH:5][CH:4]=[CH:3][CH:2]=1.C([O-])([O-])=O.[K+].[K+].[CH3:43][O:44][C:45]1[CH:50]=[CH:49][C:48]([SH:51])=[CH:47][CH:46]=1. (4) Given the product [F:8][C:9]1[CH:14]=[CH:13][CH:12]=[CH:11][C:10]=1[CH2:15][N:16]([CH2:27][C:23]1[N:22]([C:18]2[S:17][CH:2]=[CH:3][N:19]=2)[CH:26]=[CH:25][CH:24]=1)[CH2:27][C:23]1[N:22]([C:18]2[S:17][CH:21]=[CH:20][N:19]=2)[CH:26]=[CH:25][CH:24]=1, predict the reactants needed to synthesize it. The reactants are: F[C:2](F)(F)[C:3]([O-])=O.[F:8][C:9]1[CH:14]=[CH:13][CH:12]=[CH:11][C:10]=1[CH2:15][NH2:16].[S:17]1[CH:21]=[CH:20][N:19]=[C:18]1[N:22]1[CH:26]=[CH:25][CH:24]=[C:23]1[CH:27]=O.